From a dataset of Forward reaction prediction with 1.9M reactions from USPTO patents (1976-2016). Predict the product of the given reaction. (1) Given the reactants [Si]([O:8][CH:9]([C:22]1[O:23][C:24]([C:27]2[CH:28]=[C:29]([CH:32]=[CH:33][CH:34]=2)[C:30]#[N:31])=[CH:25][N:26]=1)[CH2:10][CH2:11][CH2:12][CH2:13][CH2:14][CH2:15][C:16]1[CH:21]=[CH:20][CH:19]=[CH:18][CH:17]=1)(C(C)(C)C)(C)C.[Si](OC(C1OC([Sn](CCCC)(CCCC)CCCC)=CN=1)CCCCCCC1C=CC=CC=1)(C(C)(C)C)(C)C.BrC1C=C(C=CC=1)C#N, predict the reaction product. The product is: [C:16]1([CH2:15][CH2:14][CH2:13][CH2:12][CH2:11][CH2:10][C:9]([C:22]2[O:23][C:24]([C:27]3[CH:28]=[C:29]([CH:32]=[CH:33][CH:34]=3)[C:30]#[N:31])=[CH:25][N:26]=2)=[O:8])[CH:21]=[CH:20][CH:19]=[CH:18][CH:17]=1. (2) Given the reactants [Cl:1][CH2:2][C:3](Cl)=[O:4].[NH2:6][C:7]1[CH:8]=[C:9]2[C:13](=[CH:14][CH:15]=1)[NH:12][N:11]=[CH:10]2.C(N(CC)CC)C.C(=O)([O-])[O-].[Na+].[Na+], predict the reaction product. The product is: [Cl:1][CH2:2][C:3]([NH:6][C:7]1[CH:8]=[C:9]2[C:13](=[CH:14][CH:15]=1)[NH:12][N:11]=[CH:10]2)=[O:4]. (3) Given the reactants Cl.Cl.[NH2:3][C:4]1[CH:5]=[N:6][N:7]([CH2:10][CH2:11][CH2:12][CH2:13][CH3:14])[C:8]=1[NH2:9].S([O-])([O-])=O.[Na+].[Na+].N.[CH3:22][O:23][C:24]1[CH:25]=[CH:26][C:27]([CH:30]=O)=[CH:28][CH:29]=1, predict the reaction product. The product is: [CH3:22][O:23][C:24]1[CH:25]=[CH:26][C:27]([CH:30]=[N:3][C:4]2[CH:5]=[N:6][N:7]([CH2:10][CH2:11][CH2:12][CH2:13][CH3:14])[C:8]=2[NH2:9])=[CH:28][CH:29]=1. (4) Given the reactants C[O:2][C:3](=[O:40])[CH2:4][CH2:5][C:6]1[CH:11]=[CH:10][C:9]([O:12][CH2:13][CH:14]([C:16]2[O:20][C:19]([C:21]3[CH:26]=[CH:25][C:24](B4OC(C)(C)C(C)(C)O4)=[CH:23][CH:22]=3)=[N:18][C:17]=2[CH:36]([CH3:38])[CH3:37])[CH3:15])=[CH:8][C:7]=1[CH3:39].C([O-])([O-])=O.[Na+].[Na+].Br[C:48]1[N:53]=[CH:52][CH:51]=[CH:50][N:49]=1, predict the reaction product. The product is: [CH:36]([C:17]1[N:18]=[C:19]([C:21]2[CH:22]=[CH:23][C:24]([C:48]3[N:53]=[CH:52][CH:51]=[CH:50][N:49]=3)=[CH:25][CH:26]=2)[O:20][C:16]=1[CH:14]([CH3:15])[CH2:13][O:12][C:9]1[CH:10]=[CH:11][C:6]([CH2:5][CH2:4][C:3]([OH:40])=[O:2])=[C:7]([CH3:39])[CH:8]=1)([CH3:37])[CH3:38]. (5) Given the reactants [N:1]([CH:4]1[C:25]2[C:20](=[CH:21][C:22]([F:26])=[CH:23][CH:24]=2)[O:19][C:6]2([CH2:11][CH2:10][N:9]([C:12]([O:14][C:15]([CH3:18])([CH3:17])[CH3:16])=[O:13])[CH2:8][CH2:7]2)[CH2:5]1)=[N+]=[N-].O.C1(P(C2C=CC=CC=2)C2C=CC=CC=2)C=CC=CC=1.C(O)C, predict the reaction product. The product is: [NH4+:1].[OH-:13].[NH2:1][CH:4]1[C:25]2[C:20](=[CH:21][C:22]([F:26])=[CH:23][CH:24]=2)[O:19][C:6]2([CH2:7][CH2:8][N:9]([C:12]([O:14][C:15]([CH3:17])([CH3:18])[CH3:16])=[O:13])[CH2:10][CH2:11]2)[CH2:5]1. (6) Given the reactants [CH2:1]([O:8][C@H:9]1[C@H:15]([O:16][CH2:17][C:18]2[CH:23]=[CH:22][CH:21]=[CH:20][CH:19]=2)[C@@H:14]([O:24][CH2:25][C:26]2[CH:31]=[CH:30][CH:29]=[CH:28][CH:27]=2)[C@:13]2([C:33]3[CH:38]=[CH:37][C:36]([Cl:39])=[C:35]([CH2:40][C:41]4[CH:46]=[CH:45][C:44]([O:47][CH3:48])=[C:43]([F:49])[C:42]=4[F:50])[CH:34]=3)[O:32][C@@:10]1([CH2:51][OH:52])[CH2:11][O:12]2)[C:2]1[CH:7]=[CH:6][CH:5]=[CH:4][CH:3]=1.C(=O)(O)[O-:54].[Na+].[Br-].[K+].Cl[O-].[Na+].Cl, predict the reaction product. The product is: [CH2:1]([O:8][C@H:9]1[C@H:15]([O:16][CH2:17][C:18]2[CH:19]=[CH:20][CH:21]=[CH:22][CH:23]=2)[C@@H:14]([O:24][CH2:25][C:26]2[CH:31]=[CH:30][CH:29]=[CH:28][CH:27]=2)[C@:13]2([C:33]3[CH:38]=[CH:37][C:36]([Cl:39])=[C:35]([CH2:40][C:41]4[CH:46]=[CH:45][C:44]([O:47][CH3:48])=[C:43]([F:49])[C:42]=4[F:50])[CH:34]=3)[O:32][C@@:10]1([C:51]([OH:54])=[O:52])[CH2:11][O:12]2)[C:2]1[CH:7]=[CH:6][CH:5]=[CH:4][CH:3]=1. (7) Given the reactants [CH3:1][N:2]1[C:7](=[O:8])[C:6]([C:9]2[C:14]([CH2:15][CH3:16])=[CH:13][C:12]([CH2:17][CH3:18])=[CH:11][C:10]=2[CH2:19][CH3:20])=[C:5]([O:21][CH2:22][S:23][CH3:24])[C:4]([CH3:25])=[N:3]1.ClC1C=CC=C(C(OO)=[O:34])C=1.S([O-])([O-])(=O)=S.[Na+].[Na+], predict the reaction product. The product is: [CH3:1][N:2]1[C:7](=[O:8])[C:6]([C:9]2[C:14]([CH2:15][CH3:16])=[CH:13][C:12]([CH2:17][CH3:18])=[CH:11][C:10]=2[CH2:19][CH3:20])=[C:5]([O:21][CH2:22][S:23]([CH3:24])=[O:34])[C:4]([CH3:25])=[N:3]1. (8) Given the reactants [Cl:1][C:2]1[CH:30]=[C:29]([N+:31]([O-])=O)[CH:28]=[CH:27][C:3]=1[O:4][C:5]1[CH:6]=[C:7]([CH:24]=[CH:25][CH:26]=1)[C:8]([O:10][CH:11]([C:18]1[CH:23]=[CH:22][CH:21]=[CH:20][CH:19]=1)[C:12]1[CH:17]=[CH:16][CH:15]=[CH:14][CH:13]=1)=[O:9], predict the reaction product. The product is: [NH2:31][C:29]1[CH:28]=[CH:27][C:3]([O:4][C:5]2[CH:6]=[C:7]([CH:24]=[CH:25][CH:26]=2)[C:8]([O:10][CH:11]([C:18]2[CH:23]=[CH:22][CH:21]=[CH:20][CH:19]=2)[C:12]2[CH:17]=[CH:16][CH:15]=[CH:14][CH:13]=2)=[O:9])=[C:2]([Cl:1])[CH:30]=1.